Task: Predict the reactants needed to synthesize the given product.. Dataset: Full USPTO retrosynthesis dataset with 1.9M reactions from patents (1976-2016) (1) The reactants are: [N+:1]([C:4]1[CH:5]=[C:6]([C:14]([N:16]2[CH2:21][CH2:20][N:19]([CH2:22][CH3:23])[CH2:18][CH2:17]2)=[O:15])[CH:7]=[C:8]([C:10]([F:13])([F:12])[F:11])[CH:9]=1)([O-])=O. Given the product [NH2:1][C:4]1[CH:5]=[C:6]([C:14]([N:16]2[CH2:21][CH2:20][N:19]([CH2:22][CH3:23])[CH2:18][CH2:17]2)=[O:15])[CH:7]=[C:8]([C:10]([F:11])([F:12])[F:13])[CH:9]=1, predict the reactants needed to synthesize it. (2) Given the product [C:1]([O:5][C:6]([NH:8][C@H:9]([CH2:10][OH:11])[CH2:13][CH2:14][C:15]([O:17][CH3:18])=[O:16])=[O:7])([CH3:3])([CH3:2])[CH3:4], predict the reactants needed to synthesize it. The reactants are: [C:1]([O:5][C:6]([NH:8][C@@H:9]([CH2:13][CH2:14][C:15]([O:17][CH3:18])=[O:16])[C:10](O)=[O:11])=[O:7])([CH3:4])([CH3:3])[CH3:2].CN1CCOCC1.ClC(OCC)=O.[BH4-].[Na+]. (3) The reactants are: FC(F)(F)C1C=CN=C([C:9]2[CH:10]=[N:11][N:12]3[CH2:17][CH2:16][NH:15][CH2:14][C:13]=23)C=1.Cl[C:21]1[N:26]=[CH:25][C:24]([F:27])=[CH:23][N:22]=1. Given the product [F:27][C:24]1[CH:23]=[N:22][C:21]([C:9]2[CH:10]=[N:11][N:12]3[CH2:17][CH2:16][NH:15][CH2:14][C:13]=23)=[N:26][CH:25]=1, predict the reactants needed to synthesize it. (4) The reactants are: [CH3:1][C:2]1([CH3:18])[CH2:7][CH:6]([CH2:8][NH:9][C:10]2[N:15]=[C:14]([OH:16])[CH:13]=[CH:12][C:11]=2[F:17])[CH2:5][CH2:4][O:3]1.C(N(CC)CC)C.[F:26][C:27]([F:40])([F:39])[S:28](O[S:28]([C:27]([F:40])([F:39])[F:26])(=[O:30])=[O:29])(=[O:30])=[O:29].C(=O)(O)[O-].[Na+]. Given the product [F:26][C:27]([F:40])([F:39])[S:28]([O:16][C:14]1[CH:13]=[CH:12][C:11]([F:17])=[C:10]([NH:9][CH2:8][CH:6]2[CH2:5][CH2:4][O:3][C:2]([CH3:18])([CH3:1])[CH2:7]2)[N:15]=1)(=[O:30])=[O:29], predict the reactants needed to synthesize it. (5) Given the product [F:1][C:2]1[CH:3]=[C:4]([S:11]([CH3:14])(=[O:13])=[O:12])[CH:5]=[C:6]2[C:10]=1[N:9]([C:16]1[N:17]=[C:18]([O:21][CH:22]3[CH2:27][CH2:26][N:25]([C:28]([O:30][C:31]([CH3:34])([CH3:33])[CH3:32])=[O:29])[CH2:24][CH2:23]3)[S:19][CH:20]=1)[CH:8]=[CH:7]2, predict the reactants needed to synthesize it. The reactants are: [F:1][C:2]1[CH:3]=[C:4]([S:11]([CH3:14])(=[O:13])=[O:12])[CH:5]=[C:6]2[C:10]=1[NH:9][CH:8]=[CH:7]2.Br[C:16]1[N:17]=[C:18]([O:21][CH:22]2[CH2:27][CH2:26][N:25]([C:28]([O:30][C:31]([CH3:34])([CH3:33])[CH3:32])=[O:29])[CH2:24][CH2:23]2)[S:19][CH:20]=1.